Dataset: Forward reaction prediction with 1.9M reactions from USPTO patents (1976-2016). Task: Predict the product of the given reaction. (1) Given the reactants [C:1]([C:8]1[CH:17]=[CH:16][C:15]2[C:10](=[N:11][CH:12]=[CH:13][CH:14]=2)[N:9]=1)([O:3][C:4]([CH3:7])([CH3:6])[CH3:5])=[O:2].C(OC([N:25]1[C:34]2[CH2:33][CH2:32][NH:31][CH2:30][C:29]=2[CH:28]=[C:27]([C:35]([F:38])([F:37])[F:36])[CH2:26]1)=O)(C)(C)C, predict the reaction product. The product is: [F:37][C:35]([F:36])([F:38])[C:27]1[CH:26]=[N:25][C:34]2[CH2:33][CH2:32][NH:31][CH2:30][C:29]=2[CH:28]=1.[C:1]([C:8]1[CH:17]=[CH:16][C:15]2[C:10](=[N:11][CH:12]=[CH:13][CH:14]=2)[N:9]=1)([O:3][C:4]([CH3:7])([CH3:6])[CH3:5])=[O:2]. (2) Given the reactants [CH:1]1[CH:6]=[N:5][CH:4]=[C:3]2[CH2:7][O:8][C:9]3[CH:10]=[C:11]([NH:15][C:16](=[O:30])[C@H:17]([NH:22]C(=O)OC(C)(C)C)[CH2:18][CH:19]([CH3:21])[CH3:20])[CH:12]=[CH:13][C:14]=3[C:2]=12.C(O)(C(F)(F)F)=O, predict the reaction product. The product is: [NH2:22][C@H:17]([CH2:18][CH:19]([CH3:21])[CH3:20])[C:16]([NH:15][C:11]1[CH:12]=[CH:13][C:14]2[C:2]3[C:3](=[CH:4][N:5]=[CH:6][CH:1]=3)[CH2:7][O:8][C:9]=2[CH:10]=1)=[O:30]. (3) The product is: [N:1]1([CH2:6][CH2:7][CH2:8][O:9][C:10]2[CH:15]=[CH:14][C:13]([C:16]3([CH2:22][NH:23][S:31]([CH3:34])(=[O:33])=[O:32])[CH2:17][CH2:18][O:19][CH2:20][CH2:21]3)=[CH:12][CH:11]=2)[CH2:5][CH2:4][CH2:3][CH2:2]1. Given the reactants [N:1]1([CH2:6][CH2:7][CH2:8][O:9][C:10]2[CH:15]=[CH:14][C:13]([C:16]3([CH2:22][NH2:23])[CH2:21][CH2:20][O:19][CH2:18][CH2:17]3)=[CH:12][CH:11]=2)[CH2:5][CH2:4][CH2:3][CH2:2]1.C(N(CC)CC)C.[S:31](Cl)([CH3:34])(=[O:33])=[O:32], predict the reaction product. (4) Given the reactants [Br:1][C:2]1[CH:11]=[C:10]2[C:5]([C:6]([CH:14]([C:22]#[N:23])C(OC(C)(C)C)=O)=[C:7]([C:12]#[N:13])[CH:8]=[N:9]2)=[CH:4][CH:3]=1.[NH:24]1[CH:28]=[CH:27][N:26]=[CH:25]1.Cl.N1C=CC=CC=1, predict the reaction product. The product is: [Br:1][C:2]1[CH:3]=[CH:4][C:5]2[C:6]3[C:7](=[C:12]([NH2:13])[N:23]=[C:22]([N:24]4[CH:28]=[CH:27][N:26]=[CH:25]4)[CH:14]=3)[CH:8]=[N:9][C:10]=2[CH:11]=1.